This data is from Forward reaction prediction with 1.9M reactions from USPTO patents (1976-2016). The task is: Predict the product of the given reaction. (1) Given the reactants C([O:3][C:4](=[O:19])[C:5]([O:8][C:9]1[CH:14]=[CH:13][CH:12]=[C:11]([NH:15][C:16](=[O:18])[CH3:17])[CH:10]=1)([CH3:7])[CH3:6])C.[OH-].[Li+], predict the reaction product. The product is: [C:16]([NH:15][C:11]1[CH:10]=[C:9]([CH:14]=[CH:13][CH:12]=1)[O:8][C:5]([CH3:6])([CH3:7])[C:4]([OH:19])=[O:3])(=[O:18])[CH3:17]. (2) Given the reactants [C:1]1([CH2:7][CH2:8][CH2:9][CH2:10][OH:11])[CH:6]=[CH:5][CH:4]=[CH:3][CH:2]=1.Br[CH2:13][CH2:14][CH2:15]Br.[OH-].[Na+], predict the reaction product. The product is: [CH2:15]([O:11][CH2:10][CH2:9][CH2:8][CH2:7][C:1]1[CH:6]=[CH:5][CH:4]=[CH:3][CH:2]=1)[CH:14]=[CH2:13]. (3) Given the reactants I[C:2]1[S:10][C:5]2=[CH:6][N:7]=[CH:8][CH:9]=[C:4]2[C:3]=1[NH:11][C:12](=[O:18])[O:13][C:14]([CH3:17])([CH3:16])[CH3:15].[CH3:19][O:20][C:21]1[CH:26]=[CH:25][C:24](B(O)O)=[CH:23][CH:22]=1.C([O-])([O-])=O.[K+].[K+], predict the reaction product. The product is: [CH3:19][O:20][C:21]1[CH:26]=[CH:25][C:24]([C:2]2[S:10][C:5]3=[CH:6][N:7]=[CH:8][CH:9]=[C:4]3[C:3]=2[NH:11][C:12](=[O:18])[O:13][C:14]([CH3:17])([CH3:16])[CH3:15])=[CH:23][CH:22]=1. (4) Given the reactants Cl[C:2]1[N:7]=[C:6]([C:8]2[C:9]([N:28]([CH3:33])[S:29]([CH3:32])(=[O:31])=[O:30])=[CH:10][C:11]3[O:15][C:14]([C:16]4[CH:21]=[CH:20][C:19]([F:22])=[CH:18][CH:17]=4)=[C:13]([C:23]([NH:25][CH3:26])=[O:24])[C:12]=3[CH:27]=2)[CH:5]=[CH:4][C:3]=1/[CH:34]=[CH:35]/[O:36][CH2:37][CH3:38].[CH3:39][C:40]1[C:48]2[C:43](=[CH:44][CH:45]=[CH:46][CH:47]=2)[N:42]([C:49]([O:51][C:52]([CH3:55])([CH3:54])[CH3:53])=[O:50])[C:41]=1B1OC(C)(C)C(C)(C)O1.C(=O)([O-])[O-].[Cs+].[Cs+].O1CCOCC1, predict the reaction product. The product is: [CH2:37]([O:36]/[CH:35]=[CH:34]/[C:3]1[C:2]([C:41]2[N:42]([C:49]([O:51][C:52]([CH3:55])([CH3:54])[CH3:53])=[O:50])[C:43]3[C:48]([C:40]=2[CH3:39])=[CH:47][CH:46]=[CH:45][CH:44]=3)=[N:7][C:6]([C:8]2[C:9]([N:28]([CH3:33])[S:29]([CH3:32])(=[O:30])=[O:31])=[CH:10][C:11]3[O:15][C:14]([C:16]4[CH:21]=[CH:20][C:19]([F:22])=[CH:18][CH:17]=4)=[C:13]([C:23](=[O:24])[NH:25][CH3:26])[C:12]=3[CH:27]=2)=[CH:5][CH:4]=1)[CH3:38]. (5) Given the reactants C[O:2][C:3](=[O:44])[C@@H:4]([NH:14][C:15]([C:17]1[CH:21]=[C:20]([O:22][CH2:23][C:24]([N:26]2[CH2:30][CH2:29][CH2:28][C@H:27]2[C:31](=[O:37])[NH:32][CH:33]2[CH2:36][CH2:35][CH2:34]2)=[O:25])[N:19]([C:38]2[CH:43]=[CH:42][CH:41]=[CH:40][CH:39]=2)[N:18]=1)=[O:16])[CH2:5][CH2:6][C:7]([O:9][C:10]([CH3:13])([CH3:12])[CH3:11])=[O:8].[Li+].[OH-], predict the reaction product. The product is: [C:10]([O:9][C:7](=[O:8])[CH2:6][CH2:5][C@H:4]([NH:14][C:15]([C:17]1[CH:21]=[C:20]([O:22][CH2:23][C:24]([N:26]2[CH2:30][CH2:29][CH2:28][C@H:27]2[C:31](=[O:37])[NH:32][CH:33]2[CH2:36][CH2:35][CH2:34]2)=[O:25])[N:19]([C:38]2[CH:43]=[CH:42][CH:41]=[CH:40][CH:39]=2)[N:18]=1)=[O:16])[C:3]([OH:44])=[O:2])([CH3:13])([CH3:11])[CH3:12].